This data is from Forward reaction prediction with 1.9M reactions from USPTO patents (1976-2016). The task is: Predict the product of the given reaction. (1) The product is: [O:8]=[C:6]1[N:5]([C:9]2[CH:14]=[CH:13][CH:12]=[CH:11][CH:10]=2)[N:4]=[C:3]([C:15]([O:17][CH3:25])=[O:16])[C:2]([S:24][C:18]2[CH:23]=[CH:22][CH:21]=[CH:20][CH:19]=2)=[CH:7]1. Given the reactants Cl[C:2]1[C:3]([C:15]([O-:17])=[O:16])=[N:4][N:5]([C:9]2[CH:14]=[CH:13][CH:12]=[CH:11][CH:10]=2)[C:6](=[O:8])[CH:7]=1.[C:18]1([SH:24])[CH:23]=[CH:22][CH:21]=[CH:20][CH:19]=1.[C:25]([O-])([O-])=O.[K+].[K+], predict the reaction product. (2) Given the reactants Br[C:2]1[CH:3]=[N:4][C:5]([CH2:8][CH3:9])=[N:6][CH:7]=1.[B:10]1([B:10]2[O:14][C:13]([CH3:16])([CH3:15])[C:12]([CH3:18])([CH3:17])[O:11]2)[O:14][C:13]([CH3:16])([CH3:15])[C:12]([CH3:18])([CH3:17])[O:11]1.C([O-])(=O)C.[K+], predict the reaction product. The product is: [CH2:8]([C:5]1[N:4]=[CH:3][C:2]([B:10]2[O:14][C:13]([CH3:16])([CH3:15])[C:12]([CH3:18])([CH3:17])[O:11]2)=[CH:7][N:6]=1)[CH3:9]. (3) Given the reactants [NH2-].[Na+].O1CCCC1.Br[C:9]1[C:18]2[C:13](=[CH:14][CH:15]=[CH:16][CH:17]=2)[CH:12]=[CH:11][CH:10]=1.[CH2:19]([O:21][C:22]([O:24][CH2:25][CH3:26])=[CH2:23])[CH3:20], predict the reaction product. The product is: [CH2:19]([O:21][C:22]1([O:24][CH2:25][CH3:26])[C:9]2=[C:18]3[C:13](=[CH:12][CH:11]=[C:10]2[CH2:23]1)[CH:14]=[CH:15][CH:16]=[CH:17]3)[CH3:20]. (4) Given the reactants [F:1][C:2]1[CH:10]=[CH:9][CH:8]=[CH:7][C:3]=1[C:4]([OH:6])=O.S(Cl)(Cl)=O.[NH2:15][CH2:16][C:17]1[C:18]([F:37])=[CH:19][C:20]([Cl:36])=[C:21]([C:23]2[NH:24][C:25](=[O:35])[N:26]([C:28]3[CH:33]=[CH:32][C:31]([Cl:34])=[CH:30][CH:29]=3)[N:27]=2)[CH:22]=1.CCN(C(C)C)C(C)C, predict the reaction product. The product is: [Cl:36][C:20]1[C:21]([C:23]2[NH:24][C:25](=[O:35])[N:26]([C:28]3[CH:33]=[CH:32][C:31]([Cl:34])=[CH:30][CH:29]=3)[N:27]=2)=[CH:22][C:17]([CH2:16][NH:15][C:4](=[O:6])[C:3]2[CH:7]=[CH:8][CH:9]=[CH:10][C:2]=2[F:1])=[C:18]([F:37])[CH:19]=1. (5) Given the reactants [C:1]12([C:11]3[CH:21]=[CH:20][C:14]([O:15][CH2:16][C:17](O)=[O:18])=[CH:13][CH:12]=3)[CH2:10][CH:5]3[CH2:6][CH:7]([CH2:9][CH:3]([CH2:4]3)[CH2:2]1)[CH2:8]2.[CH3:22][N:23]1[CH2:28][CH2:27][N:26]([C:29]2[CH:35]=[CH:34][C:32]([NH2:33])=[CH:31][CH:30]=2)[CH2:25][CH2:24]1, predict the reaction product. The product is: [C:1]12([C:11]3[CH:21]=[CH:20][C:14]([O:15][CH2:16][C:17]([NH:33][C:32]4[CH:34]=[CH:35][C:29]([N:26]5[CH2:25][CH2:24][N:23]([CH3:22])[CH2:28][CH2:27]5)=[CH:30][CH:31]=4)=[O:18])=[CH:13][CH:12]=3)[CH2:2][CH:3]3[CH2:9][CH:7]([CH2:6][CH:5]([CH2:4]3)[CH2:10]1)[CH2:8]2.